Dataset: Full USPTO retrosynthesis dataset with 1.9M reactions from patents (1976-2016). Task: Predict the reactants needed to synthesize the given product. (1) The reactants are: Cl.Cl.[N:3]1[C:11]2[C:6](=[N:7][CH:8]=[CH:9][CH:10]=2)[S:5][C:4]=1[NH2:12].ClC1C(C(C)C)=C(C)N=C(N)N=1.C(N(CC)C(C)C)(C)C. Given the product [N:3]1[C:11]2[C:6](=[N:7][CH:8]=[CH:9][CH:10]=2)[S:5][C:4]=1[NH2:12], predict the reactants needed to synthesize it. (2) Given the product [CH2:13]([C:15]1[CH:20]=[CH:19][C:18]([CH2:21][CH2:22][NH:23][C:10]([C:8]2[CH:7]=[CH:6][C:5]3[O:1][CH2:2][O:3][C:4]=3[CH:9]=2)=[O:12])=[CH:17][CH:16]=1)[CH3:14], predict the reactants needed to synthesize it. The reactants are: [O:1]1[C:5]2[CH:6]=[CH:7][C:8]([C:10]([OH:12])=O)=[CH:9][C:4]=2[O:3][CH2:2]1.[CH2:13]([C:15]1[CH:20]=[CH:19][C:18]([CH2:21][CH2:22][NH2:23])=[CH:17][CH:16]=1)[CH3:14]. (3) Given the product [CH3:45][S:46]([OH:49])(=[O:48])=[O:47].[CH3:45][S:46]([OH:49])(=[O:48])=[O:47].[CH2:38]([O:37][C:32]1[C:31]([O:40][CH3:41])=[CH:30][C:29]([C:26]2[CH:25]=[CH:24][C:23]([N:21]([CH3:22])[CH2:20][CH2:19][N:18]([C:15]3[CH:16]=[CH:17][C:12]([C:7]4[CH:8]=[C:9]([O:10][CH3:11])[C:4]([O:3][CH2:1][CH3:2])=[C:5]([O:43][CH3:44])[CH:6]=4)=[N:13][CH:14]=3)[CH3:42])=[CH:28][N:27]=2)=[CH:34][C:33]=1[O:35][CH3:36])[CH3:39], predict the reactants needed to synthesize it. The reactants are: [CH2:1]([O:3][C:4]1[C:9]([O:10][CH3:11])=[CH:8][C:7]([C:12]2[CH:17]=[CH:16][C:15]([N:18]([CH3:42])[CH2:19][CH2:20][N:21]([C:23]3[CH:24]=[CH:25][C:26]([C:29]4[CH:34]=[C:33]([O:35][CH3:36])[C:32]([O:37][CH2:38][CH3:39])=[C:31]([O:40][CH3:41])[CH:30]=4)=[N:27][CH:28]=3)[CH3:22])=[CH:14][N:13]=2)=[CH:6][C:5]=1[O:43][CH3:44])[CH3:2].[CH3:45][S:46]([OH:49])(=[O:48])=[O:47].